This data is from Forward reaction prediction with 1.9M reactions from USPTO patents (1976-2016). The task is: Predict the product of the given reaction. (1) Given the reactants [OH:1][C:2]1[C:3]([P:12](=[O:25])([C:19]2[CH:24]=[CH:23][CH:22]=[CH:21][CH:20]=2)[C:13]2[CH:18]=[CH:17][CH:16]=[CH:15][CH:14]=2)=[N:4][C:5]2[C:10]([CH:11]=1)=[CH:9][CH:8]=[CH:7][CH:6]=2.CC(C)([O-])C.[Li+:31], predict the reaction product. The product is: [C:13]1([P:12]([C:3]2[C:2]([O-:1])=[CH:11][C:10]3[C:5](=[CH:6][CH:7]=[CH:8][CH:9]=3)[N:4]=2)([C:19]2[CH:20]=[CH:21][CH:22]=[CH:23][CH:24]=2)=[O:25])[CH:14]=[CH:15][CH:16]=[CH:17][CH:18]=1.[Li+:31]. (2) Given the reactants [CH:1]1([C:4]2[N:5]=[C:6]3[CH:11]=[N:10][CH:9]=[CH:8][N:7]3[C:12]=2[NH2:13])[CH2:3][CH2:2]1.N1C=CC=CC=1.[F:20][C:21]([F:32])([F:31])[C:22](O[C:22](=[O:23])[C:21]([F:32])([F:31])[F:20])=[O:23], predict the reaction product. The product is: [CH:1]1([C:4]2[N:5]=[C:6]3[CH:11]=[N:10][CH:9]=[CH:8][N:7]3[C:12]=2[NH:13][C:22](=[O:23])[C:21]([F:32])([F:31])[F:20])[CH2:3][CH2:2]1. (3) Given the reactants [OH:1][P:2]([OH:5])([OH:4])=[O:3].[Cl-].[Cl-].[Ca+2:8].C([O-])(O)=O.[Na+].[O-]S([O-])(=O)=O.[Mg+2], predict the reaction product. The product is: [P:2]([O-:5])([O-:4])([O-:3])=[O:1].[Ca+2:8].[P:2]([O-:5])([O-:4])([O-:3])=[O:1].[Ca+2:8].[Ca+2:8]. (4) Given the reactants C1CN([P+](ON2N=NC3C=CC=CC2=3)(N2CCCC2)N2CCCC2)CC1.F[P-](F)(F)(F)(F)F.C(N(CC)C(C)C)(C)C.[Cl:43][C:44]1[CH:45]=[CH:46][C:47]2[N:53]3[C:54]([CH:57]([CH3:59])[CH3:58])=[N:55][N:56]=[C:52]3[CH:51]([CH2:60][C:61]([OH:63])=O)[O:50][CH:49]([C:64]3[CH:69]=[CH:68][CH:67]=[C:66]([O:70][CH3:71])[C:65]=3[O:72][CH3:73])[C:48]=2[CH:74]=1.[OH:75][CH:76]1[CH2:80][CH2:79][NH:78][CH2:77]1, predict the reaction product. The product is: [Cl:43][C:44]1[CH:45]=[CH:46][C:47]2[N:53]3[C:54]([CH:57]([CH3:58])[CH3:59])=[N:55][N:56]=[C:52]3[CH:51]([CH2:60][C:61]([N:78]3[CH2:79][CH2:80][CH:76]([OH:75])[CH2:77]3)=[O:63])[O:50][CH:49]([C:64]3[CH:69]=[CH:68][CH:67]=[C:66]([O:70][CH3:71])[C:65]=3[O:72][CH3:73])[C:48]=2[CH:74]=1. (5) Given the reactants [Cl:1][C:2]1[CH:3]=[C:4]2[C:8](=[CH:9][CH:10]=1)[NH:7][C:6](=[O:11])[C:5]2([C:27]1[CH:32]=[CH:31][CH:30]=[CH:29][C:28]=1[O:33][CH3:34])[CH2:12][C:13](=[O:26])[N:14]1[CH2:19][CH2:18][N:17]([C:20]2[CH:25]=[CH:24][CH:23]=[CH:22][N:21]=2)[CH2:16][CH2:15]1.[CH3:35][O:36][C:37]1[CH:42]=[CH:41][C:40]([S:43](Cl)(=[O:45])=[O:44])=[C:39]([O:47][C:48]([F:51])([F:50])[F:49])[CH:38]=1, predict the reaction product. The product is: [Cl:1][C:2]1[CH:3]=[C:4]2[C:8](=[CH:9][CH:10]=1)[N:7]([S:43]([C:40]1[CH:41]=[CH:42][C:37]([O:36][CH3:35])=[CH:38][C:39]=1[O:47][C:48]([F:49])([F:50])[F:51])(=[O:45])=[O:44])[C:6](=[O:11])[C:5]2([C:27]1[CH:32]=[CH:31][CH:30]=[CH:29][C:28]=1[O:33][CH3:34])[CH2:12][C:13](=[O:26])[N:14]1[CH2:19][CH2:18][N:17]([C:20]2[CH:25]=[CH:24][CH:23]=[CH:22][N:21]=2)[CH2:16][CH2:15]1. (6) Given the reactants [CH2:1]([O:3][C:4]([C:6]1[CH:7]=[N:8][C:9]2[C:14]([C:15]=1Cl)=[CH:13][CH:12]=[CH:11][C:10]=2[O:17][CH3:18])=[O:5])[CH3:2].[F:19][C:20]1([F:27])[CH2:25][CH2:24][CH:23]([NH2:26])[CH2:22][CH2:21]1, predict the reaction product. The product is: [CH2:1]([O:3][C:4]([C:6]1[CH:7]=[N:8][C:9]2[C:14]([C:15]=1[NH:26][CH:23]1[CH2:24][CH2:25][C:20]([F:27])([F:19])[CH2:21][CH2:22]1)=[CH:13][CH:12]=[CH:11][C:10]=2[O:17][CH3:18])=[O:5])[CH3:2]. (7) Given the reactants [Cl:1]N1C(=O)CCC1=O.[CH3:9][O:10][C:11]1[CH:16]=[CH:15][C:14]([CH2:17][CH2:18][CH:19]=[O:20])=[CH:13][CH:12]=1.N1CCC[C@@H]1C(O)=O.ClCCl, predict the reaction product. The product is: [Cl:1][CH:18]([CH2:17][C:14]1[CH:15]=[CH:16][C:11]([O:10][CH3:9])=[CH:12][CH:13]=1)[CH:19]=[O:20]. (8) The product is: [ClH:36].[NH2:7][C@H:8]([C:14](=[O:15])[N:16]1[CH2:17][C:18]([F:23])([F:24])[C:19]([F:21])([F:22])[CH2:20]1)[CH2:9][CH2:10][CH2:11][CH2:12][NH:13][C:34](=[O:35])[CH2:33][O:26][C:27]1[CH:32]=[CH:31][CH:30]=[CH:29][CH:28]=1. Given the reactants C(OC(=O)[NH:7][C@H:8]([C:14]([N:16]1[CH2:20][C:19]([F:22])([F:21])[C:18]([F:24])([F:23])[CH2:17]1)=[O:15])[CH2:9][CH2:10][CH2:11][CH2:12][NH2:13])(C)(C)C.[O:26]([CH2:33][C:34]([Cl:36])=[O:35])[C:27]1[CH:32]=[CH:31][CH:30]=[CH:29][CH:28]=1, predict the reaction product.